From a dataset of Catalyst prediction with 721,799 reactions and 888 catalyst types from USPTO. Predict which catalyst facilitates the given reaction. (1) Reactant: O.[CH:2]1[C:11]2[C:6](=[CH:7][CH:8]=[CH:9][CH:10]=2)[CH:5]=[C:4]([C:12]([OH:14])=O)[N:3]=1.[CH3:15][O:16][C:17]([C:19]1[C:27]2[O:26][C:25]([NH2:28])=[N:24][C:23]=2[CH:22]=[CH:21][CH:20]=1)=[O:18].CN(C(ON1N=NC2C=CC=CC1=2)=[N+](C)C)C.F[P-](F)(F)(F)(F)F.CCN(C(C)C)C(C)C. Product: [CH3:15][O:16][C:17]([C:19]1[C:27]2[O:26][C:25]([NH:28][C:12]([C:4]3[N:3]=[CH:2][C:11]4[C:6]([CH:5]=3)=[CH:7][CH:8]=[CH:9][CH:10]=4)=[O:14])=[N:24][C:23]=2[CH:22]=[CH:21][CH:20]=1)=[O:18]. The catalyst class is: 3. (2) Reactant: [Br:1][C:2]1[C:11]([O:12][CH2:13][C:14]#[N:15])=[CH:10][CH:9]=[C:8]2[C:3]=1[CH:4]=[CH:5][C:6]([CH2:16][N:17]([CH3:36])[C:18]([C:20]1[C:28]3[C:23](=[CH:24][CH:25]=[CH:26][CH:27]=3)[N:22]([CH2:29][C:30]3[CH:35]=[CH:34][CH:33]=[CH:32][CH:31]=3)[CH:21]=1)=[O:19])=[CH:7]2.[N-:37]=[N+:38]=[N-:39].[Na+].[Cl-].[NH4+].[OH-].[Na+]. Product: [Br:1][C:2]1[C:11]([O:12][CH2:13][C:14]2[NH:39][N:38]=[N:37][N:15]=2)=[CH:10][CH:9]=[C:8]2[C:3]=1[CH:4]=[CH:5][C:6]([CH2:16][N:17]([CH3:36])[C:18]([C:20]1[C:28]3[C:23](=[CH:24][CH:25]=[CH:26][CH:27]=3)[N:22]([CH2:29][C:30]3[CH:31]=[CH:32][CH:33]=[CH:34][CH:35]=3)[CH:21]=1)=[O:19])=[CH:7]2. The catalyst class is: 18. (3) Reactant: [CH2:1](Br)[C:2]1[CH:7]=[CH:6][CH:5]=[CH:4][CH:3]=1.[CH3:9][C:10]1[CH:11]=[C:12]([OH:18])[CH:13]=[C:14]([CH3:17])[C:15]=1[Br:16].C([O-])([O-])=[O:20].[K+].[K+].Cl. Product: [CH3:9][C:10]1[C:11]([O:20][CH2:1][C:2]2[CH:7]=[CH:6][CH:5]=[CH:4][CH:3]=2)=[C:12]([OH:18])[CH:13]=[C:14]([CH3:17])[C:15]=1[Br:16]. The catalyst class is: 23. (4) Reactant: Br[C:2]1[CH:3]=[CH:4][C:5]2[C@@H:12]3[CH2:13][NH:14][CH2:15][CH2:16][C@@H:11]3[O:10][CH2:9][C:6]=2[C:7]=1[Cl:8].[CH3:17]B1OB(C)OB(C)O1.C(=O)([O-])[O-].[K+].[K+].O. Product: [Cl:8][C:7]1[C:6]2[CH2:9][O:10][C@H:11]3[CH2:16][CH2:15][NH:14][CH2:13][C@H:12]3[C:5]=2[CH:4]=[CH:3][C:2]=1[CH3:17]. The catalyst class is: 77. (5) Reactant: [Br:1][C:2]1[CH:11]=[C:10]2[C:5]([C:6](=[O:21])[CH:7](C(OCC)=O)[C:8](=[O:15])[N:9]2[CH:12]([CH3:14])[CH3:13])=[CH:4][CH:3]=1.[OH-].[Na+].Cl. Product: [Br:1][C:2]1[CH:11]=[C:10]2[C:5]([C:6]([OH:21])=[CH:7][C:8](=[O:15])[N:9]2[CH:12]([CH3:13])[CH3:14])=[CH:4][CH:3]=1. The catalyst class is: 37. (6) Reactant: [OH:1][C:2]1[CH:7]=[C:6]([CH3:8])O[C:4](=[O:9])[CH:3]=1.[NH2:10][C:11]1[CH:12]=[C:13]2[C:17](=[CH:18][CH:19]=1)[NH:16][N:15]=[CH:14]2. Product: [OH:1][C:2]1[CH:7]=[C:6]([CH3:8])[N:10]([C:11]2[CH:12]=[C:13]3[C:17](=[CH:18][CH:19]=2)[NH:16][N:15]=[CH:14]3)[C:4](=[O:9])[CH:3]=1. The catalyst class is: 6.